This data is from Full USPTO retrosynthesis dataset with 1.9M reactions from patents (1976-2016). The task is: Predict the reactants needed to synthesize the given product. Given the product [CH3:19][O:17][C:7]1([C:1]2[CH:6]=[CH:5][CH:4]=[CH:3][CH:2]=2)[CH2:16][CH2:15][C:10]2([O:14][CH2:13][CH2:12][O:11]2)[CH2:9][CH2:8]1, predict the reactants needed to synthesize it. The reactants are: [C:1]1([C:7]2([OH:17])[CH2:16][CH2:15][C:10]3([O:14][CH2:13][CH2:12][O:11]3)[CH2:9][CH2:8]2)[CH:6]=[CH:5][CH:4]=[CH:3][CH:2]=1.I[CH3:19].[H-].[Na+].O.